Dataset: Reaction yield outcomes from USPTO patents with 853,638 reactions. Task: Predict the reaction yield, written as a fraction of the theoretical maximum amount of product (1.0 means a 100% yield; for example, 0.34 means a 34% yield). (1) The reactants are [OH:1][C:2]1[CH:7]=[C:6]([CH3:8])[NH:5][C:4](=[O:9])[CH:3]=1.[Cl:10]N1C(=O)CCC1=O. The catalyst is C(O)(=O)C. The product is [Cl:10][C:3]1[C:4](=[O:9])[NH:5][C:6]([CH3:8])=[CH:7][C:2]=1[OH:1]. The yield is 0.600. (2) The reactants are C1(C)C=CC=CC=1.[Cl:8][C:9]1[CH:14]=[CH:13][C:12](Br)=[CH:11][C:10]=1[O:16][CH3:17].[C:18]([N:25]1[CH2:30][CH2:29][NH:28][CH2:27][CH2:26]1)([O:20][C:21]([CH3:24])([CH3:23])[CH3:22])=[O:19].CC(C)([O-])C.[Na+]. The catalyst is C1C=CC(/C=C/C(/C=C/C2C=CC=CC=2)=O)=CC=1.C1C=CC(/C=C/C(/C=C/C2C=CC=CC=2)=O)=CC=1.C1C=CC(/C=C/C(/C=C/C2C=CC=CC=2)=O)=CC=1.[Pd].[Pd].C1C=CC(P(C2C(C3C(P(C4C=CC=CC=4)C4C=CC=CC=4)=CC=C4C=3C=CC=C4)=C3C(C=CC=C3)=CC=2)C2C=CC=CC=2)=CC=1.CCOC(C)=O. The product is [Cl:8][C:9]1[CH:14]=[CH:13][C:12]([N:28]2[CH2:27][CH2:26][N:25]([C:18]([O:20][C:21]([CH3:24])([CH3:23])[CH3:22])=[O:19])[CH2:30][CH2:29]2)=[CH:11][C:10]=1[O:16][CH3:17]. The yield is 0.930. (3) The reactants are [CH3:1][O:2][C:3]1[S:7][C:6]([C:8]([OH:10])=O)=[CH:5][C:4]=1[C:11]1[N:15]([CH3:16])[N:14]=[CH:13][CH:12]=1.[NH2:17][C@@H:18]([CH2:31][C:32]1[CH:37]=[CH:36][CH:35]=[CH:34][C:33]=1[C:38]([F:41])([F:40])[F:39])[CH2:19][N:20]1[C:28](=[O:29])[C:27]2[C:22](=[CH:23][CH:24]=[CH:25][CH:26]=2)[C:21]1=[O:30].C1CN([P+](Br)(N2CCCC2)N2CCCC2)CC1.F[P-](F)(F)(F)(F)F.CCN(C(C)C)C(C)C. The catalyst is C(Cl)(Cl)Cl. The product is [O:29]=[C:28]1[C:27]2[C:22](=[CH:23][CH:24]=[CH:25][CH:26]=2)[C:21](=[O:30])[N:20]1[CH2:19][C@@H:18]([NH:17][C:8]([C:6]1[S:7][C:3]([O:2][CH3:1])=[C:4]([C:11]2[N:15]([CH3:16])[N:14]=[CH:13][CH:12]=2)[CH:5]=1)=[O:10])[CH2:31][C:32]1[CH:37]=[CH:36][CH:35]=[CH:34][C:33]=1[C:38]([F:40])([F:39])[F:41]. The yield is 0.820. (4) The reactants are [Br:1][C:2]1[CH:10]=[C:9]([NH:11][C:12]([O:14][C:15]([CH3:18])([CH3:17])[CH3:16])=[O:13])[C:8]([O:19][CH3:20])=[C:7]2[C:3]=1[C:4]1[CH:31]=[C:30]([CH3:32])[CH:29]=[N:28][C:5]=1[N:6]2[C:21]([O:23][C:24]([CH3:27])([CH3:26])[CH3:25])=[O:22].[H-].[Na+].[CH3:35]I. The catalyst is CN(C=O)C. The product is [Br:1][C:2]1[CH:10]=[C:9]([N:11]([C:12]([O:14][C:15]([CH3:18])([CH3:16])[CH3:17])=[O:13])[CH3:35])[C:8]([O:19][CH3:20])=[C:7]2[C:3]=1[C:4]1[CH:31]=[C:30]([CH3:32])[CH:29]=[N:28][C:5]=1[N:6]2[C:21]([O:23][C:24]([CH3:25])([CH3:26])[CH3:27])=[O:22]. The yield is 0.750. (5) The product is [I:1][C:2]1[CH:7]=[CH:6][C:5]([C:8]2[O:12][C:11]([CH2:13][C:14]([NH:20][CH3:19])=[O:16])=[N:10][N:9]=2)=[CH:4][CH:3]=1. The reactants are [I:1][C:2]1[CH:7]=[CH:6][C:5]([C:8]2[O:12][C:11]([CH2:13][C:14]([OH:16])=O)=[N:10][N:9]=2)=[CH:4][CH:3]=1.CN.[CH3:19][N:20](C(ON1N=NC2C=CC=NC1=2)=[N+](C)C)C.F[P-](F)(F)(F)(F)F.CCN(C(C)C)C(C)C. The yield is 0.430. The catalyst is CN(C=O)C.O. (6) The reactants are [OH:1][C:2]1[CH:7]=[CH:6][C:5]([C:8](=[O:41])[CH2:9][CH2:10][C:11]2[S:15][C:14]([C:16]3[CH:21]=[CH:20][C:19]([C:22]([F:25])([F:24])[F:23])=[CH:18][CH:17]=3)=[N:13][C:12]=2[CH2:26][N:27]2[CH2:32][CH2:31][N:30]([C:33]3[CH:38]=[CH:37][C:36]([O:39][CH3:40])=[CH:35][CH:34]=3)[CH2:29][CH2:28]2)=[CH:4][C:3]=1[CH3:42].Br[CH:44]([CH3:50])[C:45]([O:47][CH2:48][CH3:49])=[O:46].C(=O)([O-])[O-].[K+].[K+]. The catalyst is CC(C)=O. The product is [CH3:40][O:39][C:36]1[CH:35]=[CH:34][C:33]([N:30]2[CH2:29][CH2:28][N:27]([CH2:26][C:12]3[N:13]=[C:14]([C:16]4[CH:17]=[CH:18][C:19]([C:22]([F:25])([F:23])[F:24])=[CH:20][CH:21]=4)[S:15][C:11]=3[CH2:10][CH2:9][C:8]([C:5]3[CH:6]=[CH:7][C:2]([O:1][CH:44]([CH3:50])[C:45]([O:47][CH2:48][CH3:49])=[O:46])=[C:3]([CH3:42])[CH:4]=3)=[O:41])[CH2:32][CH2:31]2)=[CH:38][CH:37]=1. The yield is 0.910.